Dataset: Reaction yield outcomes from USPTO patents with 853,638 reactions. Task: Predict the reaction yield, written as a fraction of the theoretical maximum amount of product (1.0 means a 100% yield; for example, 0.34 means a 34% yield). (1) The reactants are C[O:2][C:3]1[C:8]2[NH:9][C:10]([C:12]3[S:13][CH:14]=[CH:15][CH:16]=3)=[N:11][C:7]=2[C:6]([C:17]([NH:19][CH2:20][CH2:21][NH:22][C:23](=[O:31])[C:24]2[CH:29]=[CH:28][C:27]([CH3:30])=[CH:26][CH:25]=2)=[O:18])=[CH:5][CH:4]=1.B(Br)(Br)Br. No catalyst specified. The product is [OH:2][C:3]1[C:8]2[NH:9][C:10]([C:12]3[S:13][CH:14]=[CH:15][CH:16]=3)=[N:11][C:7]=2[C:6]([C:17]([NH:19][CH2:20][CH2:21][NH:22][C:23](=[O:31])[C:24]2[CH:25]=[CH:26][C:27]([CH3:30])=[CH:28][CH:29]=2)=[O:18])=[CH:5][CH:4]=1. The yield is 0.710. (2) The reactants are [CH2:1]([O:8][N:9]1[C:18]2[C:13](=[CH:14][C:15]([C:19]#[C:20][CH2:21][CH2:22][CH2:23][CH2:24][OH:25])=[CH:16][N:17]=2)[C:12]([NH:26][CH2:27][C:28]2[CH:33]=[CH:32][C:31]([O:34][CH3:35])=[CH:30][C:29]=2[O:36][CH3:37])=[C:11]([C:38]([NH:40][CH2:41][C:42]2[CH:47]=[CH:46][C:45]([F:48])=[CH:44][C:43]=2[F:49])=[O:39])[C:10]1=[O:50])[C:2]1[CH:7]=[CH:6][CH:5]=[CH:4][CH:3]=1.[C:51](O[C:51](=[O:58])[C:52]1[CH:57]=[CH:56][CH:55]=[CH:54][CH:53]=1)(=[O:58])[C:52]1[CH:57]=[CH:56][CH:55]=[CH:54][CH:53]=1. The catalyst is N1C=CC=CC=1. The product is [C:51]([O:25][CH2:24][CH2:23][CH2:22][CH2:21][C:20]#[C:19][C:15]1[CH:16]=[N:17][C:18]2[N:9]([O:8][CH2:1][C:2]3[CH:3]=[CH:4][CH:5]=[CH:6][CH:7]=3)[C:10](=[O:50])[C:11]([C:38](=[O:39])[NH:40][CH2:41][C:42]3[CH:47]=[CH:46][C:45]([F:48])=[CH:44][C:43]=3[F:49])=[C:12]([NH:26][CH2:27][C:28]3[CH:33]=[CH:32][C:31]([O:34][CH3:35])=[CH:30][C:29]=3[O:36][CH3:37])[C:13]=2[CH:14]=1)(=[O:58])[C:52]1[CH:57]=[CH:56][CH:55]=[CH:54][CH:53]=1. The yield is 0.960. (3) The reactants are [C:1]([O:5][C:6]1[CH:13]=[CH:12][CH:11]=[CH:10][C:7]=1[CH:8]=O)([CH3:4])([CH3:3])[CH3:2].[N+:14]([CH3:17])([O-:16])=[O:15].Cl.CN.C([O-])(=O)C.[Na+]. The catalyst is ClCCl.O. The product is [C:1]([O:5][C:6]1[CH:13]=[CH:12][CH:11]=[CH:10][C:7]=1[CH:8]=[CH:17][N+:14]([O-:16])=[O:15])([CH3:4])([CH3:3])[CH3:2]. The yield is 1.03. (4) The reactants are [CH3:1][O:2][C:3]([NH:5][C@H:6]([C:10]([N:12]1[C@@H:16]([CH3:17])[CH2:15][CH2:14][C@H:13]1[C:18]1[NH:22][C:21]2[C:23]3[C:28]([CH:29]=[CH:30][C:20]=2[N:19]=1)=[CH:27][C:26]1[C:31]2[C:36]([CH2:37][O:38][C:25]=1[CH:24]=3)=[CH:35][C:34]([C:39]1[NH:43][C:42]([C@@H:44]3[CH2:48][C@H:47]([CH2:49][O:50][CH3:51])[CH2:46][N:45]3C(OC(C)(C)C)=O)=[N:41][CH:40]=1)=[CH:33][CH:32]=2)=[O:11])[CH:7]([CH3:9])[CH3:8])=[O:4].Cl.[CH3:60][O:61][C:62]([NH:64][C@@H:65]([C@@H:69]([CH3:72])[CH2:70][CH3:71])[C:66]([OH:68])=O)=[O:63].CN(C(ON1N=NC2C=CC=NC1=2)=[N+](C)C)C.F[P-](F)(F)(F)(F)F.CCN(C(C)C)C(C)C. The catalyst is C(Cl)Cl.CN(C=O)C. The product is [CH3:1][O:2][C:3]([NH:5][C@@H:6]([CH:7]([CH3:9])[CH3:8])[C:10]([N:12]1[C@@H:16]([CH3:17])[CH2:15][CH2:14][C@H:13]1[C:18]1[NH:22][C:21]2[C:23]3[C:28]([CH:29]=[CH:30][C:20]=2[N:19]=1)=[CH:27][C:26]1[C:31]2[C:36]([CH2:37][O:38][C:25]=1[CH:24]=3)=[CH:35][C:34]([C:39]1[NH:43][C:42]([C@@H:44]3[CH2:48][C@H:47]([CH2:49][O:50][CH3:51])[CH2:46][N:45]3[C:66](=[O:68])[C@@H:65]([NH:64][C:62](=[O:63])[O:61][CH3:60])[C@@H:69]([CH3:72])[CH2:70][CH3:71])=[N:41][CH:40]=1)=[CH:33][CH:32]=2)=[O:11])=[O:4]. The yield is 0.590. (5) The reactants are [OH:1][C:2]1[CH:11]=[CH:10][CH:9]=[C:8]2[C:3]=1[CH:4]=[CH:5][CH:6]=[N:7]2.ClC1C=CC=C(C(OO)=[O:20])C=1. The catalyst is C(Cl)Cl. The product is [OH:1][C:2]1[CH:11]=[CH:10][CH:9]=[C:8]2[C:3]=1[CH:4]=[CH:5][CH:6]=[N+:7]2[O-:20]. The yield is 0.900.